From a dataset of Peptide-MHC class II binding affinity with 134,281 pairs from IEDB. Regression. Given a peptide amino acid sequence and an MHC pseudo amino acid sequence, predict their binding affinity value. This is MHC class II binding data. (1) The peptide sequence is KTLKFDALSGSQEVE. The MHC is DRB1_0401 with pseudo-sequence DRB1_0401. The binding affinity (normalized) is 0.217. (2) The peptide sequence is VWLAYKVAAAGVSYHDRR. The MHC is DRB5_0101 with pseudo-sequence DRB5_0101. The binding affinity (normalized) is 0.648. (3) The peptide sequence is YEKFLANVSTVLTGK. The MHC is DRB1_1302 with pseudo-sequence DRB1_1302. The binding affinity (normalized) is 1.00. (4) The peptide sequence is FDNIYSVNIERGLGL. The MHC is DRB1_0405 with pseudo-sequence DRB1_0405. The binding affinity (normalized) is 0.605. (5) The peptide sequence is VPGNKKFVVNNLFFN. The binding affinity (normalized) is 0.220. The MHC is DRB5_0101 with pseudo-sequence DRB5_0101. (6) The peptide sequence is NVSHIQSAVVCGRRH. The MHC is DRB1_1602 with pseudo-sequence DRB1_1602. The binding affinity (normalized) is 0.390. (7) The peptide sequence is IGRGRVSPGNGWMIK. The MHC is HLA-DQA10103-DQB10603 with pseudo-sequence HLA-DQA10103-DQB10603. The binding affinity (normalized) is 0. (8) The peptide sequence is AQLSQLISLLPSTLQ. The MHC is DRB4_0101 with pseudo-sequence DRB4_0103. The binding affinity (normalized) is 0.239. (9) The peptide sequence is GKIILVAVHVASGYI. The MHC is HLA-DPA10103-DPB10301 with pseudo-sequence HLA-DPA10103-DPB10301. The binding affinity (normalized) is 0.168. (10) The peptide sequence is YLVGSNMTQRVVIALKK. The MHC is HLA-DQA10501-DQB10303 with pseudo-sequence HLA-DQA10501-DQB10303. The binding affinity (normalized) is 0.370.